Dataset: Forward reaction prediction with 1.9M reactions from USPTO patents (1976-2016). Task: Predict the product of the given reaction. (1) Given the reactants [NH2:1][CH2:2][C:3]1[CH:4]=[C:5]2[C:10](=[CH:11][CH:12]=1)[C:9]([NH2:13])=[N:8][CH:7]=[CH:6]2.CN(C(ON1N=N[C:24]2[CH:25]=[CH:26][CH:27]=N[C:23]1=2)=[N+](C)C)C.F[P-](F)(F)(F)(F)F.C[N:39]([CH:41]=O)[CH3:40].C(Cl)Cl.[CH:46]([N:49]([CH2:53][CH3:54])[CH:50]([CH3:52])[CH3:51])([CH3:48])[CH3:47].[CH3:55][OH:56], predict the reaction product. The product is: [NH2:13][C:9]1[C:10]2[C:5](=[CH:4][C:3]([CH2:2][NH:1][C:55]([C:47]3[CH:51]=[C:50]([CH3:52])[N:49]([CH2:53][C:54]4[CH:23]=[CH:24][C:25]([CH2:41][N:39]5[CH:40]=[C:3]([CH3:12])[CH:2]=[N:1]5)=[CH:26][CH:27]=4)[C:46]=3[CH3:48])=[O:56])=[CH:12][CH:11]=2)[CH:6]=[CH:7][N:8]=1. (2) Given the reactants [Br:1][C:2]1[CH:9]=[CH:8][C:5]([C:6]#[N:7])=[CH:4][C:3]=1[CH3:10].C1C(=O)N([Br:18])C(=O)C1, predict the reaction product. The product is: [Br:1][C:2]1[CH:9]=[CH:8][C:5]([C:6]#[N:7])=[CH:4][C:3]=1[CH2:10][Br:18]. (3) Given the reactants C1(S([N:10]2[C:18]3[C:13](=[CH:14][CH:15]=[CH:16][CH:17]=3)[C:12]([C:19]3[N:20]=[C:21]4[C:27]([C:28]([C:30]5([CH3:36])[CH2:35][CH2:34][CH2:33][CH2:32][CH2:31]5)=[O:29])=[CH:26][NH:25][C:22]4=[N:23][CH:24]=3)=[CH:11]2)(=O)=O)C=CC=CC=1, predict the reaction product. The product is: [NH:10]1[C:18]2[C:13](=[CH:14][CH:15]=[CH:16][CH:17]=2)[C:12]([C:19]2[N:20]=[C:21]3[C:27]([C:28]([C:30]4([CH3:36])[CH2:31][CH2:32][CH2:33][CH2:34][CH2:35]4)=[O:29])=[CH:26][NH:25][C:22]3=[N:23][CH:24]=2)=[CH:11]1. (4) Given the reactants [NH2:1][C@@H:2]([C@H:6]([OH:9])[CH2:7][CH3:8])[C:3]([OH:5])=[O:4].[C:10]([O-:13])(O)=[O:11].[Na+].[C:15]1([CH2:21][CH2:22][CH2:23][CH2:24][CH2:25]C2C(=O)N(C([O-])=O)C=CC=2)[CH:20]=[CH:19][CH:18]=[CH:17][CH:16]=1, predict the reaction product. The product is: [OH:9][C@H:6]([CH2:7][CH3:8])[C@H:2]([NH:1][C:10]([O:13][CH2:25][CH2:24][CH2:23][CH2:22][CH2:21][C:15]1[CH:20]=[CH:19][CH:18]=[CH:17][CH:16]=1)=[O:11])[C:3]([OH:5])=[O:4]. (5) Given the reactants [Br:1]Br.[F:3][C:4]1[CH:5]=[C:6]([CH2:11][C:12]([CH3:20])([CH3:19])[CH2:13][C:14]([O:16][CH2:17][CH3:18])=[O:15])[CH:7]=[CH:8][C:9]=1[OH:10], predict the reaction product. The product is: [Br:1][C:8]1[CH:7]=[C:6]([CH2:11][C:12]([CH3:19])([CH3:20])[CH2:13][C:14]([O:16][CH2:17][CH3:18])=[O:15])[CH:5]=[C:4]([F:3])[C:9]=1[OH:10]. (6) Given the reactants [Cl:1][C:2]1[CH:3]=[CH:4][C:5]([OH:23])=[C:6]([CH:22]=1)[C:7]([NH:9][C@H:10]([C:12]1[CH:21]=[CH:20][C:15]([C:16]([O:18][CH3:19])=[O:17])=[CH:14][CH:13]=1)[CH3:11])=[O:8].[O:24]1[CH2:29][CH2:28][CH:27]([CH2:30][CH2:31]O)[CH2:26][CH2:25]1, predict the reaction product. The product is: [Cl:1][C:2]1[CH:3]=[CH:4][C:5]([O:23][CH2:31][CH2:30][CH:27]2[CH2:28][CH2:29][O:24][CH2:25][CH2:26]2)=[C:6]([CH:22]=1)[C:7]([NH:9][C@H:10]([C:12]1[CH:21]=[CH:20][C:15]([C:16]([O:18][CH3:19])=[O:17])=[CH:14][CH:13]=1)[CH3:11])=[O:8].